Dataset: Full USPTO retrosynthesis dataset with 1.9M reactions from patents (1976-2016). Task: Predict the reactants needed to synthesize the given product. (1) Given the product [Br:1][C:2]1[CH:34]=[CH:33][C:5]([CH2:6][NH:7][N:8]2[C:13](=[O:14])[C:12]3[CH2:15][CH2:16][NH:17][CH2:18][C:11]=3[N:10]=[C:9]2[C:26]2[CH:27]=[CH:28][C:29]([F:32])=[CH:30][CH:31]=2)=[CH:4][CH:3]=1, predict the reactants needed to synthesize it. The reactants are: [Br:1][C:2]1[CH:34]=[CH:33][C:5]([CH2:6][NH:7][N:8]2[C:13](=[O:14])[C:12]3[CH2:15][CH2:16][N:17](C(OC(C)(C)C)=O)[CH2:18][C:11]=3[N:10]=[C:9]2[C:26]2[CH:31]=[CH:30][C:29]([F:32])=[CH:28][CH:27]=2)=[CH:4][CH:3]=1.FC(F)(F)C(O)=O. (2) Given the product [ClH:1].[CH2:2]([C:4]1[N:5]=[C:6]2[N:15]3[C:10]([CH2:11][N:12]([CH2:17][CH2:18][CH2:19][CH2:20][CH2:21][NH:22][S:23]([C:26]([F:28])([F:27])[F:29])(=[O:24])=[O:25])[C:13](=[O:16])[C:14]=13)=[CH:9][CH:8]=[CH:7]2)[CH3:3], predict the reactants needed to synthesize it. The reactants are: [ClH:1].[CH2:2]([C:4]1[N:5]=[C:6]2[N:15]3[C:10]([CH2:11][N:12]([CH2:17][CH2:18][CH2:19][CH2:20][CH2:21][NH:22][S:23]([C:26]([F:29])([F:28])[F:27])(=[O:25])=[O:24])[C:13](=[O:16])[C:14]=13)=[CH:9][CH:8]=[CH:7]2)[CH3:3]. (3) Given the product [F:24][C:25]1[N:30]2[CH:31]=[C:32]([CH2:34][N:11]([CH:9]3[C:10]4[N:1]=[CH:2][CH:3]=[CH:4][C:5]=4[CH2:6][CH2:7][CH2:8]3)[CH2:12][CH2:13][CH2:14][CH2:15][NH2:16])[N:33]=[C:29]2[CH:28]=[CH:27][CH:26]=1, predict the reactants needed to synthesize it. The reactants are: [N:1]1[C:10]2[CH:9]([NH:11][CH2:12][CH2:13][CH2:14][CH2:15][NH:16]C(=O)OC(C)(C)C)[CH2:8][CH2:7][CH2:6][C:5]=2[CH:4]=[CH:3][CH:2]=1.[F:24][C:25]1[N:30]2[CH:31]=[C:32]([CH:34]=O)[N:33]=[C:29]2[CH:28]=[CH:27][CH:26]=1. (4) Given the product [CH2:1]([O:3][C:4]1[CH:5]=[CH:6][C:7]([NH:10][C:11]2[C:16]([NH2:17])=[CH:15][N:14]=[C:13]([NH:20][C:21]3[CH:22]=[N:23][N:24]([CH:26]4[CH2:31][CH2:30][N:29]([CH3:32])[CH2:28][CH2:27]4)[CH:25]=3)[N:12]=2)=[CH:8][CH:9]=1)[CH3:2], predict the reactants needed to synthesize it. The reactants are: [CH2:1]([O:3][C:4]1[CH:9]=[CH:8][C:7]([NH:10][C:11]2[C:16]([N+:17]([O-])=O)=[CH:15][N:14]=[C:13]([NH:20][C:21]3[CH:22]=[N:23][N:24]([CH:26]4[CH2:31][CH2:30][N:29]([CH3:32])[CH2:28][CH2:27]4)[CH:25]=3)[N:12]=2)=[CH:6][CH:5]=1)[CH3:2]. (5) The reactants are: [CH2:1]([O:3][C:4](=[O:21])[C:5](=[O:20])[CH2:6][C:7]([C:10]1[C:18]2[O:17][CH2:16][O:15][C:14]=2[C:13]([Br:19])=[CH:12][CH:11]=1)([CH3:9])[CH3:8])[CH3:2].[F:22][C:23]([Si](C)(C)C)([F:25])[F:24].[F-].C([N+](CCCC)(CCCC)CCCC)CCC.O. Given the product [CH2:1]([O:3][C:4](=[O:21])[C:5]([OH:20])([C:23]([F:25])([F:24])[F:22])[CH2:6][C:7]([C:10]1[C:18]2[O:17][CH2:16][O:15][C:14]=2[C:13]([Br:19])=[CH:12][CH:11]=1)([CH3:9])[CH3:8])[CH3:2], predict the reactants needed to synthesize it. (6) Given the product [F:20][C:2]([F:1])([F:21])[C:3]1[N:4]=[C:5]([NH:8][C:9]2[CH:10]=[CH:11][C:12]([C@H:15]([CH3:19])[C:16]([NH:27][C@@H:26]([CH3:28])[C:25]([OH:29])=[O:24])=[O:18])=[CH:13][CH:14]=2)[O:6][CH:7]=1, predict the reactants needed to synthesize it. The reactants are: [F:1][C:2]([F:21])([F:20])[C:3]1[N:4]=[C:5]([NH:8][C:9]2[CH:14]=[CH:13][C:12]([C@H:15]([CH3:19])[C:16]([OH:18])=O)=[CH:11][CH:10]=2)[O:6][CH:7]=1.Cl.C[O:24][C:25](=[O:29])[C@H:26]([CH3:28])[NH2:27]. (7) Given the product [F:17][C:18]1[C:23]([O:24][CH3:25])=[CH:22][CH:21]=[CH:20][C:19]=1[C:2]1[CH:3]=[C:4]([NH:8][CH2:9][C:10]2[CH:11]=[C:12]([OH:16])[CH:13]=[CH:14][CH:15]=2)[CH:5]=[N:6][CH:7]=1, predict the reactants needed to synthesize it. The reactants are: Br[C:2]1[CH:3]=[C:4]([NH:8][CH2:9][C:10]2[CH:11]=[C:12]([OH:16])[CH:13]=[CH:14][CH:15]=2)[CH:5]=[N:6][CH:7]=1.[F:17][C:18]1[C:23]([O:24][CH3:25])=[CH:22][CH:21]=[CH:20][C:19]=1B(O)O.C([O-])(O)=O.[Na+].C1(P(C2C=CC=CC=2)C2C=CC=CC=2)C=CC=CC=1. (8) Given the product [Cl:36][C:21]1[C:22]([NH:24][C:25]2[C:34]([CH3:35])=[CH:33][CH:32]=[CH:31][C:26]=2[O:27][CH2:28][C:29]#[N:30])=[N:23][C:18]([NH:16][C:13]2[CH:14]=[CH:15][C:8]3[CH2:7][CH2:6][N:5]([CH2:4][CH2:3][O:2][CH3:1])[CH2:11][CH2:10][C:9]=3[CH:12]=2)=[N:19][CH:20]=1.[NH2:24][C:25]1[C:34]([CH3:35])=[CH:33][CH:32]=[CH:31][C:26]=1[O:27][CH2:28][C:29]#[N:30], predict the reactants needed to synthesize it. The reactants are: [CH3:1][O:2][CH2:3][CH2:4][N:5]1[CH2:11][CH2:10][C:9]2[CH:12]=[C:13]([NH2:16])[CH:14]=[CH:15][C:8]=2[CH2:7][CH2:6]1.Cl[C:18]1[N:23]=[C:22]([NH:24][C:25]2[C:34]([CH3:35])=[CH:33][CH:32]=[CH:31][C:26]=2[O:27][CH2:28][C:29]#[N:30])[C:21]([Cl:36])=[CH:20][N:19]=1. (9) Given the product [CH3:32][O:33][C:34]1[CH:39]=[CH:38][CH:37]=[CH:36][C:35]=1[N:40]1[CH2:45][CH2:44][N:43]([C:17]([C:3]2[C:4]([C:7]3[CH:12]=[CH:11][CH:10]=[C:9]([C:13]([F:14])([F:15])[F:16])[CH:8]=3)=[N:5][O:6][C:2]=2[CH3:1])=[O:19])[CH2:42][CH2:41]1, predict the reactants needed to synthesize it. The reactants are: [CH3:1][C:2]1[O:6][N:5]=[C:4]([C:7]2[CH:12]=[CH:11][CH:10]=[C:9]([C:13]([F:16])([F:15])[F:14])[CH:8]=2)[C:3]=1[C:17]([OH:19])=O.Cl.C(N=C=NCCCN(C)C)C.[CH3:32][O:33][C:34]1[CH:39]=[CH:38][CH:37]=[CH:36][C:35]=1[N:40]1[CH2:45][CH2:44][NH:43][CH2:42][CH2:41]1.